Dataset: Peptide-MHC class II binding affinity with 134,281 pairs from IEDB. Task: Regression. Given a peptide amino acid sequence and an MHC pseudo amino acid sequence, predict their binding affinity value. This is MHC class II binding data. (1) The peptide sequence is EKKYFAATCFEPLAA. The MHC is DRB1_0101 with pseudo-sequence DRB1_0101. The binding affinity (normalized) is 0.461. (2) The binding affinity (normalized) is 0.663. The MHC is DRB3_0202 with pseudo-sequence DRB3_0202. The peptide sequence is ELYYAIHKASTVLAF.